This data is from Full USPTO retrosynthesis dataset with 1.9M reactions from patents (1976-2016). The task is: Predict the reactants needed to synthesize the given product. Given the product [Cl:1][C:2]1[CH:3]=[CH:4][C:5]([C:8]2([C:13]3[CH:18]=[CH:17][C:16]([NH2:19])=[CH:15][CH:14]=3)[O:9][CH2:10][CH2:11][O:12]2)=[CH:6][CH:7]=1, predict the reactants needed to synthesize it. The reactants are: [Cl:1][C:2]1[CH:7]=[CH:6][C:5]([C:8]2([C:13]3[CH:18]=[CH:17][C:16]([N+:19]([O-])=O)=[CH:15][CH:14]=3)[O:12][CH2:11][CH2:10][O:9]2)=[CH:4][CH:3]=1.